This data is from Catalyst prediction with 721,799 reactions and 888 catalyst types from USPTO. The task is: Predict which catalyst facilitates the given reaction. (1) Reactant: [CH3:1][C:2]1[C:3]2[C:8]([N:9]=[C:10]3[C:15]=1[CH2:14][CH2:13][CH2:12][CH2:11]3)=[CH:7][CH:6]=[CH:5][CH:4]=2.C1(=[O:22])CCCCC1.Cl.NCC(C1C=CC=CC=1)=O.[OH-].[Na+]. Product: [CH3:1][C:2]1[C:3]2[C:8]([N:9]=[C:10]3[C:15]=1[CH2:14][CH2:13][CH2:12][C:11]3=[O:22])=[CH:7][CH:6]=[CH:5][CH:4]=2. The catalyst class is: 361. (2) Reactant: C(OC[O:5][C:6]1[C:44]([CH:45]([CH3:47])[CH3:46])=[CH:43][CH:42]=[CH:41][C:7]=1[CH2:8][Si:9]([CH2:26][C:27]1[CH:32]=[CH:31][CH:30]=[C:29]([CH:33]([CH3:35])[CH3:34])[C:28]=1[O:36]COCC)([CH2:11][C:12]1[CH:17]=[CH:16][CH:15]=[C:14]([CH:18]([CH3:20])[CH3:19])[C:13]=1[O:21]COCC)[CH3:10])C.C1(C)C=CC(S([O-])(=O)=O)=CC=1.[NH+]1C=CC=CC=1. Product: [OH:36][C:28]1[C:29]([CH:33]([CH3:35])[CH3:34])=[CH:30][CH:31]=[CH:32][C:27]=1[CH2:26][Si:9]([CH2:8][C:7]1[CH:41]=[CH:42][CH:43]=[C:44]([CH:45]([CH3:46])[CH3:47])[C:6]=1[OH:5])([CH2:11][C:12]1[CH:17]=[CH:16][CH:15]=[C:14]([CH:18]([CH3:20])[CH3:19])[C:13]=1[OH:21])[CH3:10]. The catalyst class is: 32.